Dataset: Full USPTO retrosynthesis dataset with 1.9M reactions from patents (1976-2016). Task: Predict the reactants needed to synthesize the given product. (1) Given the product [CH3:1][C:2]1[C:6]([CH:7]([C:17]2[O:18][C:19]3[CH:25]=[CH:24][C:23]([CH2:26][C:27]([NH:29][C@H:30]([C:37]4[CH:42]=[CH:41][C:40]([CH3:43])=[CH:39][C:38]=4[CH3:44])[C:31]4[CH:32]=[CH:33][CH:34]=[CH:35][CH:36]=4)=[O:28])=[CH:22][C:20]=3[CH:21]=2)[O:8][C:9]2([C:12]([OH:14])=[O:13])[CH2:10][CH2:11]2)=[C:5]([CH3:45])[O:4][N:3]=1, predict the reactants needed to synthesize it. The reactants are: [CH3:1][C:2]1[C:6]([CH:7]([C:17]2[O:18][C:19]3[CH:25]=[CH:24][C:23]([CH2:26][C:27]([NH:29][C@H:30]([C:37]4[CH:42]=[CH:41][C:40]([CH3:43])=[CH:39][C:38]=4[CH3:44])[C:31]4[CH:36]=[CH:35][CH:34]=[CH:33][CH:32]=4)=[O:28])=[CH:22][C:20]=3[CH:21]=2)[O:8][C:9]2([C:12]([O:14]CC)=[O:13])[CH2:11][CH2:10]2)=[C:5]([CH3:45])[O:4][N:3]=1.C(OCC#N)(C)C. (2) Given the product [C:13]1([C:19]#[C:20][C:2]2[CH:12]=[CH:11][C:5]([C:6]([O:8][CH2:9][CH3:10])=[O:7])=[CH:4][CH:3]=2)[CH:18]=[CH:17][CH:16]=[CH:15][CH:14]=1, predict the reactants needed to synthesize it. The reactants are: I[C:2]1[CH:12]=[CH:11][C:5]([C:6]([O:8][CH2:9][CH3:10])=[O:7])=[CH:4][CH:3]=1.[C:13]1([C:19]#[CH:20])[CH:18]=[CH:17][CH:16]=[CH:15][CH:14]=1.C(NCC)C. (3) Given the product [Cl:4][C:5]1[C:14]([CH:15]2[O:22][N:21]=[C:20]([C:19]([CH3:24])([CH3:23])[CH3:18])[CH2:16]2)=[C:13]([Cl:17])[CH:12]=[CH:11][C:6]=1[C:7]([O:9][CH3:10])=[O:8], predict the reactants needed to synthesize it. The reactants are: Cl[O-].[Na+].[Cl:4][C:5]1[C:14]([CH:15]=[CH2:16])=[C:13]([Cl:17])[CH:12]=[CH:11][C:6]=1[C:7]([O:9][CH3:10])=[O:8].[CH3:18][C:19]([CH3:24])([CH3:23])[CH:20]=[N:21][OH:22].Cl[O-]. (4) The reactants are: [Si]([C:5]#[N:6])(C)(C)C.[S:7]1[CH:11]=[CH:10][N:9]=[C:8]1[CH2:12][CH2:13][CH2:14][C:15]1[N:20]=[CH:19][C:18]([NH2:21])=[CH:17][CH:16]=1.[C:22]1(=O)[CH2:25][CH2:24][CH2:23]1. Given the product [S:7]1[CH:11]=[CH:10][N:9]=[C:8]1[CH2:12][CH2:13][CH2:14][C:15]1[N:20]=[CH:19][C:18]([NH:21][C:22]2([C:5]#[N:6])[CH2:25][CH2:24][CH2:23]2)=[CH:17][CH:16]=1, predict the reactants needed to synthesize it. (5) Given the product [C:2]([C:4]1[CH:5]=[C:6]([C:14]2[O:18][N:17]=[C:16]([C:19]3[CH:35]=[CH:34][C:22]4[CH2:23][CH2:24][N:25]([CH2:28][CH2:29][CH2:30][C:31]([NH2:38])=[O:33])[CH2:26][CH2:27][C:21]=4[CH:20]=3)[N:15]=2)[CH:7]=[CH:8][C:9]=1[O:10][CH:11]([CH3:12])[CH3:13])#[N:3], predict the reactants needed to synthesize it. The reactants are: [Na+].[C:2]([C:4]1[CH:5]=[C:6]([C:14]2[O:18][N:17]=[C:16]([C:19]3[CH:35]=[CH:34][C:22]4[CH2:23][CH2:24][N:25]([CH2:28][CH2:29][CH2:30][C:31]([O-:33])=O)[CH2:26][CH2:27][C:21]=4[CH:20]=3)[N:15]=2)[CH:7]=[CH:8][C:9]=1[O:10][CH:11]([CH3:13])[CH3:12])#[N:3].C([N:38](CC)CC)C.C(Cl)CCl.C(=O)([O-])O.[Na+]. (6) Given the product [C:35]([O:39][C:40]([N:42]1[C:50]2[C:45](=[C:46]([CH2:17][O:18][C:19]3[CH:24]=[CH:23][C:22]([C:25]4[CH:30]=[C:29]([F:31])[C:28]([F:32])=[CH:27][C:26]=4[O:33][CH3:34])=[CH:21][CH:20]=3)[CH:47]=[CH:48][CH:49]=2)[CH:44]=[CH:43]1)=[O:41])([CH3:38])([CH3:36])[CH3:37], predict the reactants needed to synthesize it. The reactants are: C(OC(N1C2C(=CC=C([CH2:17][O:18][C:19]3[CH:24]=[CH:23][C:22]([C:25]4[CH:30]=[C:29]([F:31])[C:28]([F:32])=[CH:27][C:26]=4[O:33][CH3:34])=[CH:21][CH:20]=3)C=2)C=C1)=O)(C)(C)C.[C:35]([O:39][C:40]([N:42]1[C:50]2[C:45](=[C:46](CO)[CH:47]=[CH:48][CH:49]=2)[CH:44]=[CH:43]1)=[O:41])([CH3:38])([CH3:37])[CH3:36].FC1C(F)=CC(C2C=CC(O)=CC=2)=C(OC)C=1.